This data is from Full USPTO retrosynthesis dataset with 1.9M reactions from patents (1976-2016). The task is: Predict the reactants needed to synthesize the given product. (1) The reactants are: [C:1]([O:6][CH3:7])(=[O:5])[C@@H:2]([CH3:4])[OH:3].C(N(CC)CC)C.Cl.CN(C)C.[C:20]1([CH3:30])[CH:25]=[CH:24][C:23]([S:26](Cl)(=[O:28])=[O:27])=[CH:22][CH:21]=1. Given the product [CH3:30][C:20]1[CH:25]=[CH:24][C:23]([S:26]([O:3][C@H:2]([CH3:4])[C:1]([O:6][CH3:7])=[O:5])(=[O:28])=[O:27])=[CH:22][CH:21]=1, predict the reactants needed to synthesize it. (2) The reactants are: O1C2C=CC=CC=2OB1.[Br:10][C:11]1[C:12]([N:27]2[CH2:32][CH2:31][C:30](=[C:33]([CH3:35])[CH3:34])[CH2:29][CH2:28]2)=[C:13]([C:19](=[O:26])[C:20]([O:22][CH:23]([CH3:25])[CH3:24])=[O:21])[C:14]([CH3:18])=[N:15][C:16]=1[CH3:17].CB1N2CCC[C@@H]2C(C2C=CC=CC=2)(C2C=CC=CC=2)O1. Given the product [Br:10][C:11]1[C:12]([N:27]2[CH2:32][CH2:31][C:30](=[C:33]([CH3:35])[CH3:34])[CH2:29][CH2:28]2)=[C:13]([C@H:19]([OH:26])[C:20]([O:22][CH:23]([CH3:25])[CH3:24])=[O:21])[C:14]([CH3:18])=[N:15][C:16]=1[CH3:17], predict the reactants needed to synthesize it. (3) Given the product [CH3:1][C:2]([CH3:37])([CH3:36])[CH2:3][C:4]1[N:9]=[C:8]([CH2:10][O:11][C:12]2[N:17]=[CH:16][N:15]=[C:14]([CH2:18][CH2:19][C:20]([OH:22])=[O:21])[C:13]=2[O:25][CH3:26])[CH:7]=[CH:6][C:5]=1[C:27]1[CH:32]=[C:31]([O:33][CH3:34])[CH:30]=[CH:29][C:28]=1[F:35], predict the reactants needed to synthesize it. The reactants are: [CH3:1][C:2]([CH3:37])([CH3:36])[CH2:3][C:4]1[N:9]=[C:8]([CH2:10][O:11][C:12]2[N:17]=[CH:16][N:15]=[C:14]([CH2:18][CH2:19][C:20]([O:22]CC)=[O:21])[C:13]=2[O:25][CH3:26])[CH:7]=[CH:6][C:5]=1[C:27]1[CH:32]=[C:31]([O:33][CH3:34])[CH:30]=[CH:29][C:28]=1[F:35].O.O.[OH-].[Li+]. (4) The reactants are: [OH:1][C:2]1[CH:3]=[C:4]([NH:45][C:46]([NH2:48])=[O:47])[CH:5]=[C:6]([C:8]2[C:16]3[C:15]([NH:17][C@H:18]([C:20]4[N:25]([C:26]5[CH:31]=[CH:30][CH:29]=[CH:28][CH:27]=5)[C:24](=[O:32])[C:23]5=[C:33]([CH3:36])[CH:34]=[CH:35][N:22]5[N:21]=4)[CH3:19])=[N:14][CH:13]=[N:12][C:11]=3[N:10](COCC[Si](C)(C)C)[CH:9]=2)[CH:7]=1.FC(F)(F)C(O)=O.N. Given the product [OH:1][C:2]1[CH:3]=[C:4]([NH:45][C:46]([NH2:48])=[O:47])[CH:5]=[C:6]([C:8]2[C:16]3[C:15]([NH:17][C@H:18]([C:20]4[N:25]([C:26]5[CH:27]=[CH:28][CH:29]=[CH:30][CH:31]=5)[C:24](=[O:32])[C:23]5=[C:33]([CH3:36])[CH:34]=[CH:35][N:22]5[N:21]=4)[CH3:19])=[N:14][CH:13]=[N:12][C:11]=3[NH:10][CH:9]=2)[CH:7]=1, predict the reactants needed to synthesize it. (5) Given the product [CH:1]1([NH:4][C:5]2[C:9]3[CH:10]=[CH:11][C:12]([CH3:15])=[C:13]([C:59]4[C:64](=[O:65])[N:63]([CH3:66])[C:62]5[N:67]([C:70]6[C:75]([F:76])=[CH:74][CH:73]=[CH:72][C:71]=6[F:77])[N:68]=[CH:69][C:61]=5[CH:60]=4)[C:8]=3[O:7][N:6]=2)[CH2:3][CH2:2]1, predict the reactants needed to synthesize it. The reactants are: [CH:1]1([NH:4][C:5]2[C:9]3[CH:10]=[CH:11][C:12]([CH3:15])=[C:13](I)[C:8]=3[O:7][N:6]=2)[CH2:3][CH2:2]1.C(N(CC)CC)C.CC1(C)C(C)(C)OBO1.C1(P(C2CCCCC2)C2C=CC=CC=2C2C=CC=CC=2C)CCCCC1.Br[C:59]1[C:64](=[O:65])[N:63]([CH3:66])[C:62]2[N:67]([C:70]3[C:75]([F:76])=[CH:74][CH:73]=[CH:72][C:71]=3[F:77])[N:68]=[CH:69][C:61]=2[CH:60]=1.C(=O)([O-])[O-].[Na+].[Na+].[OH-].[Na+]. (6) Given the product [Cl:1][C:2]1[C:3]2[N:4]([C:8]([C:14]3[CH:15]=[C:16]([CH:17]=[CH:18][CH:19]=3)[O:20][C:22]3[CH:23]=[C:24]([S:28]([N:31]([CH2:33][C:34]4[CH:35]=[CH:36][C:37]([O:40][CH3:41])=[CH:38][CH:39]=4)[CH3:32])(=[O:30])=[O:29])[CH:25]=[CH:26][CH:27]=3)=[C:9]([CH:11]([CH3:13])[CH3:12])[N:10]=2)[CH:5]=[CH:6][CH:7]=1, predict the reactants needed to synthesize it. The reactants are: [Cl:1][C:2]1[C:3]2[N:4]([C:8]([C:14]3[CH:15]=[C:16]([OH:20])[CH:17]=[CH:18][CH:19]=3)=[C:9]([CH:11]([CH3:13])[CH3:12])[N:10]=2)[CH:5]=[CH:6][CH:7]=1.Br[C:22]1[CH:23]=[C:24]([S:28]([N:31]([CH2:33][C:34]2[CH:39]=[CH:38][C:37]([O:40][CH3:41])=[CH:36][CH:35]=2)[CH3:32])(=[O:30])=[O:29])[CH:25]=[CH:26][CH:27]=1.